From a dataset of Full USPTO retrosynthesis dataset with 1.9M reactions from patents (1976-2016). Predict the reactants needed to synthesize the given product. (1) Given the product [CH2:14]([O:13][C:12](=[O:16])[NH:1][C:2]1[CH:3]=[C:4]2[C:8](=[CH:9][CH:10]=1)[C:7](=[O:11])[CH2:6][CH2:5]2)[CH3:15], predict the reactants needed to synthesize it. The reactants are: [NH2:1][C:2]1[CH:3]=[C:4]2[C:8](=[CH:9][CH:10]=1)[C:7](=[O:11])[CH2:6][CH2:5]2.[C:12](O[C:12]([O:13][CH2:14][CH3:15])=[O:16])(=[O:16])[O:13][CH2:14][CH3:15]. (2) Given the product [Cl:19][C:20]1[CH:25]=[C:24]([Cl:26])[C:23]([O:27][CH3:28])=[CH:22][C:21]=1[C:29]1[CH:34]=[CH:33][N:32]=[C:31]2[NH:35][CH:36]=[C:37]([C:38]#[N:39])[C:30]=12, predict the reactants needed to synthesize it. The reactants are: [F-].C([N+](CCCC)(CCCC)CCCC)CCC.[Cl:19][C:20]1[CH:25]=[C:24]([Cl:26])[C:23]([O:27][CH3:28])=[CH:22][C:21]=1[C:29]1[CH:34]=[CH:33][N:32]=[C:31]2[N:35](COCC[Si](C)(C)C)[CH:36]=[C:37]([C:38]#[N:39])[C:30]=12.C(N)CN. (3) Given the product [N+:8]([C:5]1[CH:6]=[CH:7][C:2]([NH:11][CH2:12][CH:13]2[CH2:18][CH2:17][O:16][CH2:15][CH2:14]2)=[N:3][CH:4]=1)([O-:10])=[O:9], predict the reactants needed to synthesize it. The reactants are: Cl[C:2]1[CH:7]=[CH:6][C:5]([N+:8]([O-:10])=[O:9])=[CH:4][N:3]=1.[NH2:11][CH2:12][CH:13]1[CH2:18][CH2:17][O:16][CH2:15][CH2:14]1.CCN(C(C)C)C(C)C. (4) Given the product [F:1][C:2]1[CH:7]=[CH:6][C:5]([C:8]2[C:15]([CH3:16])=[C:14]3[N:10]([C:9]=2[CH:20]2[CH:21]=[CH:22][N:17]([C:24]([O:26][CH2:27][CH3:28])=[O:25])[CH:18]=[CH:19]2)[CH2:11][CH2:12][CH2:13]3)=[CH:4][CH:3]=1, predict the reactants needed to synthesize it. The reactants are: [F:1][C:2]1[CH:7]=[CH:6][C:5]([C:8]2[C:15]([CH3:16])=[C:14]3[N:10]([CH2:11][CH2:12][CH2:13]3)[CH:9]=2)=[CH:4][CH:3]=1.[N:17]1[CH:22]=[CH:21][CH:20]=[CH:19][CH:18]=1.Cl[C:24]([O:26][CH2:27][CH3:28])=[O:25]. (5) Given the product [C:19]([C:6]1[CH:5]=[C:10]([S:11][CH2:12][CH2:13][CH2:14][Cl:1])[C:9]([OH:15])=[C:8]([CH:7]=1)[C:16]([NH2:18])=[O:17])(=[O:21])[CH3:20], predict the reactants needed to synthesize it. The reactants are: [Cl-:1].[Al+3].[Cl-].[Cl-].[CH:5]1[C:10]2[S:11][CH2:12][CH2:13][CH2:14][O:15][C:9]=2[C:8]([C:16]([NH2:18])=[O:17])=[CH:7][CH:6]=1.[C:19](Cl)(=[O:21])[CH3:20]. (6) Given the product [CH3:28][O:27][N:26]([CH3:25])[C:6]([C:5]1[CH:4]=[C:3]2[CH2:9][CH2:10][CH2:11][N:2]2[N:1]=1)=[O:7], predict the reactants needed to synthesize it. The reactants are: [N:1]1[N:2]2[CH2:11][CH2:10][CH2:9][C:3]2=[CH:4][C:5]=1[C:6]([O-])=[O:7].[K+].CN(C)C=O.C(Cl)(=O)C(Cl)=O.Cl.[CH3:25][NH:26][O:27][CH3:28].C(N(CC)C(C)C)(C)C. (7) Given the product [NH2:15][C:7]1[C:6]([C:4]([C:24]2[CH:23]=[C:22]([F:25])[CH:21]=[CH:20][C:19]=2[O:17][CH3:18])=[O:5])=[CH:11][N:10]=[C:9]([S:12][CH2:13][CH3:14])[N:8]=1, predict the reactants needed to synthesize it. The reactants are: CON(C)[C:4]([C:6]1[C:7]([NH2:15])=[N:8][C:9]([S:12][CH2:13][CH3:14])=[N:10][CH:11]=1)=[O:5].[O:17]([C:19]1[CH:24]=[CH:23][C:22]([F:25])=[CH:21][C:20]=1[Li])[CH3:18]. (8) Given the product [CH3:1][NH:8][CH:9]1[CH:10]2[O:16][CH2:15][CH:14]([OH:17])[CH:11]2[O:12][CH2:13]1, predict the reactants needed to synthesize it. The reactants are: [CH2:1]([N:8](C)[CH:9]1[CH2:13][O:12][CH:11]2[CH:14]([O:17]CC3C=CC=CC=3)[CH2:15][O:16][CH:10]12)C1C=CC=CC=1.Cl.